From a dataset of Forward reaction prediction with 1.9M reactions from USPTO patents (1976-2016). Predict the product of the given reaction. (1) Given the reactants [F:1][C:2]1[CH:3]=[CH:4][C:5]([C:8]([NH2:10])=O)=[N:6][CH:7]=1.COC1C=CC(P2(SP(C3C=CC(OC)=CC=3)(=S)S2)=[S:20])=CC=1, predict the reaction product. The product is: [F:1][C:2]1[CH:3]=[CH:4][C:5]([C:8](=[S:20])[NH2:10])=[N:6][CH:7]=1. (2) Given the reactants [NH2:1][C:2]1[N:10]=[CH:9][CH:8]=[CH:7][C:3]=1[C:4]([OH:6])=[O:5].[Cl-].Cl[CH:13]1N(C)CC[NH+]1C.C(N(CC)CC)C, predict the reaction product. The product is: [NH2:1][C:2]1[N:10]=[CH:9][CH:8]=[CH:7][C:3]=1[C:4]([O:6][CH3:13])=[O:5]. (3) Given the reactants Br[C:2]1[N:11]([CH3:12])[C:10](=[O:13])[C:9]([O:14][CH3:15])=[C:8]2[C:3]=1[CH2:4][CH2:5][N:6]([CH2:17][C:18]1[CH:23]=[CH:22][C:21]([F:24])=[C:20]([Cl:25])[CH:19]=1)[C:7]2=[O:16].[CH2:26]([Sn](CCCC)(CCCC)C=C)[CH2:27]CC.[H][H], predict the reaction product. The product is: [Cl:25][C:20]1[CH:19]=[C:18]([CH:23]=[CH:22][C:21]=1[F:24])[CH2:17][N:6]1[CH2:5][CH2:4][C:3]2[C:8](=[C:9]([O:14][CH3:15])[C:10](=[O:13])[N:11]([CH3:12])[C:2]=2[CH2:26][CH3:27])[C:7]1=[O:16]. (4) Given the reactants [NH2:1][CH2:2][CH:3]([N:14]1[CH2:19][CH2:18][N:17]([C:20]2[N:25]=[CH:24][N:23]=[C:22]([NH2:26])[C:21]=2Br)[CH2:16][CH2:15]1)[C:4]1[CH:9]=[CH:8][C:7]([C:10]([F:13])([F:12])[F:11])=[CH:6][CH:5]=1.[F:28][C:29]1[CH:34]=[CH:33][C:32](B(O)O)=[CH:31][CH:30]=1.C1(P(C2CCCCC2)C2C=CC=CC=2C2C(OC)=CC=CC=2OC)CCCCC1.C(=O)([O-])[O-].[Cs+].[Cs+], predict the reaction product. The product is: [NH2:1][CH2:2][CH:3]([N:14]1[CH2:19][CH2:18][N:17]([C:20]2[N:25]=[CH:24][N:23]=[C:22]([NH2:26])[C:21]=2[C:32]2[CH:33]=[CH:34][C:29]([F:28])=[CH:30][CH:31]=2)[CH2:16][CH2:15]1)[C:4]1[CH:9]=[CH:8][C:7]([C:10]([F:13])([F:12])[F:11])=[CH:6][CH:5]=1. (5) Given the reactants FC(F)(F)C(O)=O.[CH3:8][O:9][C:10]1[CH:37]=[CH:36][C:13]([CH2:14][N:15]2[CH:19]=[C:18]([C:20]3[CH:21]=[C:22]4[N:27]([C:28]5[CH:29]=[C:30]([CH:32]=[CH:33][C:34]=5[CH3:35])[NH2:31])[CH:26]=[CH:25][N:23]4[N:24]=3)[CH:17]=[N:16]2)=[CH:12][CH:11]=1.FC(F)(F)C(O)=O.[C:45]([C:49]1[CH:50]=[C:51]([CH:55]=[C:56]([CH2:58][N:59]2[CH2:63][CH2:62][CH2:61][CH2:60]2)[CH:57]=1)[C:52](O)=[O:53])([CH3:48])([CH3:47])[CH3:46], predict the reaction product. The product is: [C:45]([C:49]1[CH:50]=[C:51]([CH:55]=[C:56]([CH2:58][N:59]2[CH2:60][CH2:61][CH2:62][CH2:63]2)[CH:57]=1)[C:52]([NH:31][C:30]1[CH:32]=[CH:33][C:34]([CH3:35])=[C:28]([N:27]2[C:22]3[N:23]([N:24]=[C:20]([C:18]4[CH:17]=[N:16][N:15]([CH2:14][C:13]5[CH:12]=[CH:11][C:10]([O:9][CH3:8])=[CH:37][CH:36]=5)[CH:19]=4)[CH:21]=3)[CH:25]=[CH:26]2)[CH:29]=1)=[O:53])([CH3:48])([CH3:46])[CH3:47].